Dataset: Reaction yield outcomes from USPTO patents with 853,638 reactions. Task: Predict the reaction yield, written as a fraction of the theoretical maximum amount of product (1.0 means a 100% yield; for example, 0.34 means a 34% yield). The reactants are C[Si]([C:5]#[N:6])(C)C.[NH2:7][C:8]1[CH:13]=[CH:12][C:11]([CH3:14])=[CH:10][CH:9]=1.[C:15]1(=O)[CH2:18][CH2:17][CH2:16]1. The catalyst is ClCCl. The product is [CH3:14][C:11]1[CH:12]=[CH:13][C:8]([NH:7][C:15]2([C:5]#[N:6])[CH2:18][CH2:17][CH2:16]2)=[CH:9][CH:10]=1. The yield is 0.980.